Dataset: Full USPTO retrosynthesis dataset with 1.9M reactions from patents (1976-2016). Task: Predict the reactants needed to synthesize the given product. Given the product [CH3:1][N:2]1[CH2:7][CH2:6][CH:5]([CH2:8][O:9][C:10]2[CH:15]=[CH:14][C:13]([NH2:16])=[CH:12][C:11]=2[C:19]([F:20])([F:21])[F:22])[CH2:4][CH2:3]1, predict the reactants needed to synthesize it. The reactants are: [CH3:1][N:2]1[CH2:7][CH2:6][CH:5]([CH2:8][O:9][C:10]2[CH:15]=[CH:14][C:13]([N+:16]([O-])=O)=[CH:12][C:11]=2[C:19]([F:22])([F:21])[F:20])[CH2:4][CH2:3]1.